Dataset: Full USPTO retrosynthesis dataset with 1.9M reactions from patents (1976-2016). Task: Predict the reactants needed to synthesize the given product. (1) Given the product [CH:1]([NH:14][C:13]1[C:15]([CH3:20])=[CH:16][C:17]([CH3:19])=[CH:18][C:12]=1[CH3:11])=[O:3], predict the reactants needed to synthesize it. The reactants are: [CH:1]([OH:3])=O.C(OC(=O)C)(=O)C.[CH3:11][C:12]1[CH:18]=[C:17]([CH3:19])[CH:16]=[C:15]([CH3:20])[C:13]=1[NH2:14]. (2) Given the product [N+:26]([C:23]1[CH:22]=[CH:21][C:20]([O:19][C:17](=[O:18])[NH:1][C:2]2[CH:7]=[CH:6][C:5]([N:8]3[CH2:13][CH2:12][O:11][CH2:10][C:9]3=[O:14])=[CH:4][C:3]=2[F:15])=[CH:25][CH:24]=1)([O-:28])=[O:27], predict the reactants needed to synthesize it. The reactants are: [NH2:1][C:2]1[CH:7]=[CH:6][C:5]([N:8]2[CH2:13][CH2:12][O:11][CH2:10][C:9]2=[O:14])=[CH:4][C:3]=1[F:15].Cl[C:17]([O:19][C:20]1[CH:25]=[CH:24][C:23]([N+:26]([O-:28])=[O:27])=[CH:22][CH:21]=1)=[O:18]. (3) Given the product [ClH:1].[ClH:55].[C:12]([C:6]1[C:5]([NH:15][C@H:16]2[CH2:21][CH2:20][C@H:19]([CH2:22][N:23]([CH3:25])[CH3:24])[CH2:18][CH2:17]2)=[C:4]2[C:9]([CH:10]=[CH:11][C:2]([C:34]3[CH:35]=[CH:36][C:37]([C:40]#[N:41])=[N:38][CH:39]=3)=[N:3]2)=[N:8][CH:7]=1)(=[O:14])[CH3:13], predict the reactants needed to synthesize it. The reactants are: [Cl:1][C:2]1[N:3]=[C:4]2[C:9](=[CH:10][CH:11]=1)[N:8]=[CH:7][C:6]([C:12](=[O:14])[CH3:13])=[C:5]2[NH:15][C@H:16]1[CH2:21][CH2:20][C@H:19]([CH2:22][N:23]([CH3:25])[CH3:24])[CH2:18][CH2:17]1.CC1(C)C(C)(C)OB([C:34]2[CH:35]=[CH:36][C:37]([C:40]#[N:41])=[N:38][CH:39]=2)O1.C1(N)C(F)=C(F)C(F)=C(N)C=1F.[ClH:55].Cl.